Predict the product of the given reaction. From a dataset of Forward reaction prediction with 1.9M reactions from USPTO patents (1976-2016). The product is: [C:18]([O:24][CH2:25][N:26]1[C:30]2[N:31]=[C:32]([NH:15][C:12]3[CH:13]=[CH:14][C:9]([NH:8][CH:6]4[CH2:7][N:4]([CH2:3][CH2:2][F:1])[CH2:5]4)=[CH:10][C:11]=3[O:16][CH3:17])[N:33]=[C:34]([O:35][C:36]3[CH:41]=[CH:40][CH:39]=[C:38]([N+:42]([O-:44])=[O:43])[CH:37]=3)[C:29]=2[CH:28]=[CH:27]1)(=[O:23])[C:19]([CH3:22])([CH3:21])[CH3:20]. Given the reactants [F:1][CH2:2][CH2:3][N:4]1[CH2:7][CH:6]([NH:8][C:9]2[CH:14]=[CH:13][C:12]([NH2:15])=[C:11]([O:16][CH3:17])[CH:10]=2)[CH2:5]1.[C:18]([O:24][CH2:25][N:26]1[C:30]2[N:31]=[C:32](Cl)[N:33]=[C:34]([O:35][C:36]3[CH:41]=[CH:40][CH:39]=[C:38]([N+:42]([O-:44])=[O:43])[CH:37]=3)[C:29]=2[CH:28]=[CH:27]1)(=[O:23])[C:19]([CH3:22])([CH3:21])[CH3:20].C(=O)([O-])[O-].[K+].[K+].C1(P(C2CCCCC2)C2C=CC=CC=2C2C(C(C)C)=CC(C(C)C)=CC=2C(C)C)CCCCC1, predict the reaction product.